From a dataset of Reaction yield outcomes from USPTO patents with 853,638 reactions. Predict the reaction yield, written as a fraction of the theoretical maximum amount of product (1.0 means a 100% yield; for example, 0.34 means a 34% yield). (1) The reactants are [F:1][C:2]1[CH:7]=[C:6]([F:8])[CH:5]=[CH:4][C:3]=1[C@:9]([OH:30])([C:16]([C:18]1[CH:23]=[CH:22][C:21]([C:24]2[N:28]([CH3:29])[N:27]=[CH:26][CH:25]=2)=[CH:20][CH:19]=1)=[CH2:17])[CH2:10][N:11]1[CH:15]=[N:14][CH:13]=[N:12]1. The catalyst is C(O)C.[Pd]. The product is [F:1][C:2]1[CH:7]=[C:6]([F:8])[CH:5]=[CH:4][C:3]=1[C@:9]([OH:30])([C@H:16]([C:18]1[CH:23]=[CH:22][C:21]([C:24]2[N:28]([CH3:29])[N:27]=[CH:26][CH:25]=2)=[CH:20][CH:19]=1)[CH3:17])[CH2:10][N:11]1[CH:15]=[N:14][CH:13]=[N:12]1. The yield is 0.620. (2) The reactants are NC1C=CC=CC=1C(O)=O.[CH3:11][O:12][C:13]1[CH:46]=[CH:45][CH:44]=[CH:43][C:14]=1[O:15][C:16]1[CH:42]=[CH:41][CH:40]=[CH:39][C:17]=1[CH2:18][N:19]1[CH2:38][CH2:37][C:22]2([CH2:27][CH2:26][N:25]([C:28]([C:30]3[CH:35]=[CH:34][CH:33]=[CH:32][C:31]=3[NH2:36])=[O:29])[CH2:24][CH2:23]2)[CH2:21][CH2:20]1.NC1C=CC=CC=1.Cl[C:55](=[O:60])[C:56]([O:58]C)=[O:57].C(N(CC)CC)C.[OH-].[Li+].N. The catalyst is C(O)(=O)C.CO.O.C1COCC1. The product is [CH3:11][O:12][C:13]1[CH:46]=[CH:45][CH:44]=[CH:43][C:14]=1[O:15][C:16]1[CH:42]=[CH:41][CH:40]=[CH:39][C:17]=1[CH2:18][N:19]1[CH2:38][CH2:37][C:22]2([CH2:27][CH2:26][N:25]([C:28]([C:30]3[CH:35]=[CH:34][CH:33]=[CH:32][C:31]=3[NH:36][C:55](=[O:60])[C:56]([OH:58])=[O:57])=[O:29])[CH2:24][CH2:23]2)[CH2:21][CH2:20]1. The yield is 0.280. (3) The reactants are [CH2:1]([O:4][C:5](=[O:34])[CH2:6][CH2:7][CH2:8][O:9][C:10]1[CH:11]=[CH:12][C:13]2[C:26](=[O:27])[CH:25]=[C:24]3[C:15](=[N:16][C:17]4[C:22]([O:23]3)=[CH:21][C:20]([N:28]([CH2:31][CH3:32])[CH2:29][CH3:30])=[CH:19][CH:18]=4)[C:14]=2[CH:33]=1)[CH:2]=[CH2:3].C(N(C(C)C)C(C)C)C.[Br:44]COC(=O)C. The catalyst is CS(C)=O.[Cl-].[Na+].O. The product is [CH2:1]([O:4][C:5](=[O:34])[CH2:6][CH2:7][CH2:8][O:9][C:10]1[CH:11]=[CH:12][C:13]2[C:26](=[O:27])[C:25]([Br:44])=[C:24]3[C:15](=[N:16][C:17]4[C:22]([O:23]3)=[CH:21][C:20]([N:28]([CH2:29][CH3:30])[CH2:31][CH3:32])=[CH:19][CH:18]=4)[C:14]=2[CH:33]=1)[CH:2]=[CH2:3]. The yield is 0.780. (4) The yield is 0.800. The product is [F:1][C:2]1[CH:3]=[C:4]([NH:8][CH:9]([C:12]2[CH:17]=[CH:16][CH:15]=[CH:14][C:13]=2[CH3:18])[C:19]([OH:22])=[O:20])[CH:5]=[CH:6][CH:7]=1. The reactants are [F:1][C:2]1[CH:3]=[C:4]([NH:8][CH:9]([C:12]2[CH:17]=[CH:16][CH:15]=[CH:14][C:13]=2[CH3:18])C#N)[CH:5]=[CH:6][CH:7]=1.[C:19]([O-:22])([O-])=[O:20].[K+].[K+].OO.[OH-].[Na+]. The catalyst is CS(C)=O.CO.O. (5) The reactants are [N+:1]([C:4]1[CH:12]=[C:11]2[C:7]([CH:8]=[CH:9][NH:10]2)=[CH:6][CH:5]=1)([O-:3])=[O:2].[CH2:13]1OCCOCCOCCOCCOCCOC1.CC(C)([O-])C.[K+].CI. The catalyst is O1CCCC1. The product is [CH3:13][N:10]1[C:11]2[C:7](=[CH:6][CH:5]=[C:4]([N+:1]([O-:3])=[O:2])[CH:12]=2)[CH:8]=[CH:9]1. The yield is 0.840. (6) The catalyst is C1(C)C=CC=CC=1.O.C(OCC)(=O)C.C([O-])(=O)C.[Pd+2].C([O-])(=O)C.C1C=CC(P(C2C=CC=CC=2)[C-]2C=CC=C2)=CC=1.C1C=CC(P(C2C=CC=CC=2)[C-]2C=CC=C2)=CC=1.[Fe+2]. The product is [CH3:32][C:29]1([CH3:33])[CH2:30][C:31]2[N:23]([C:21]3[CH:20]=[CH:19][C:16]([C:17]#[N:18])=[C:15]([NH:1][CH:2]4[CH2:7][CH2:6][O:5][CH2:4][CH2:3]4)[CH:22]=3)[N:24]=[C:25]([C:35]([F:37])([F:38])[F:36])[C:26]=2[C:27](=[O:34])[CH2:28]1. The yield is 0.490. The reactants are [NH2:1][CH:2]1[CH2:7][CH2:6][O:5][CH2:4][CH2:3]1.CC(C)([O-])C.[Na+].Br[C:15]1[CH:22]=[C:21]([N:23]2[C:31]3[CH2:30][C:29]([CH3:33])([CH3:32])[CH2:28][C:27](=[O:34])[C:26]=3[C:25]([C:35]([F:38])([F:37])[F:36])=[N:24]2)[CH:20]=[CH:19][C:16]=1[C:17]#[N:18]. (7) The reactants are [CH:1]1([N:5]2[CH2:10][CH2:9][N:8]([C:11]([C:13]3[CH:14]=[C:15]4[C:19](=[CH:20][CH:21]=3)[NH:18][C:17]([C:22]([N:24]3[CH2:29][CH2:28][S:27](=[O:31])(=[O:30])[CH2:26][CH2:25]3)=[O:23])=[CH:16]4)=[O:12])[CH2:7][CH2:6]2)[CH2:4][CH2:3][CH2:2]1.[CH3:32][C:33]1[CH:34]=[C:35](B(O)O)[CH:36]=[CH:37][CH:38]=1.N1C=CC=CC=1. The catalyst is ClCCl.C([O-])(=O)C.[Cu+2].C([O-])(=O)C. The product is [CH:1]1([N:5]2[CH2:6][CH2:7][N:8]([C:11]([C:13]3[CH:14]=[C:15]4[C:19](=[CH:20][CH:21]=3)[N:18]([C:37]3[CH:38]=[C:33]([CH3:32])[CH:34]=[CH:35][CH:36]=3)[C:17]([C:22]([N:24]3[CH2:29][CH2:28][S:27](=[O:30])(=[O:31])[CH2:26][CH2:25]3)=[O:23])=[CH:16]4)=[O:12])[CH2:9][CH2:10]2)[CH2:2][CH2:3][CH2:4]1. The yield is 0.560. (8) The reactants are [CH3:1][O:2][C:3]1[C:11](C(O)=O)=[CH:10][CH:9]=[CH:8][C:4]=1[C:5]([OH:7])=[O:6].[C:15](=[O:18])([O-])[O-].[K+].[K+].S([O:26][CH3:27])(OC)(=O)=O.[CH3:28]C(C)=O. No catalyst specified. The product is [CH3:15][O:18][C:27](=[O:26])[C:11]1[CH:10]=[CH:9][CH:8]=[C:4]([C:5]([O:7][CH3:28])=[O:6])[C:3]=1[O:2][CH3:1]. The yield is 0.910. (9) The reactants are [Si:1]([O:8][CH2:9][C@@H:10]1[C@H:14]2[O:15][C:16]([CH3:19])([CH3:18])[O:17][C@H:13]2[C@H:12]([NH:20][C:21]2[CH:26]=[C:25]([Cl:27])[N:24]=[CH:23][N:22]=2)[CH2:11]1)([C:4]([CH3:7])([CH3:6])[CH3:5])([CH3:3])[CH3:2].[H-].[Na+].[CH3:30]I. The catalyst is C1COCC1.CN(C=O)C. The product is [Si:1]([O:8][CH2:9][C@@H:10]1[C@H:14]2[O:15][C:16]([CH3:18])([CH3:19])[O:17][C@H:13]2[C@H:12]([N:20]([CH3:30])[C:21]2[CH:26]=[C:25]([Cl:27])[N:24]=[CH:23][N:22]=2)[CH2:11]1)([C:4]([CH3:5])([CH3:6])[CH3:7])([CH3:2])[CH3:3]. The yield is 0.910. (10) The reactants are C(OC([N:8]1[CH:12]=[C:11]([CH2:13][CH2:14][CH2:15][C:16](=[O:22])[NH:17][CH2:18][CH:19]([CH3:21])[CH3:20])[N:10]=[C:9]1[NH2:23])=O)(C)(C)C.C(O)(C(F)(F)F)=O.[Cl:31]CCl. No catalyst specified. The product is [ClH:31].[NH2:23][C:9]1[NH:8][CH:12]=[C:11]([CH2:13][CH2:14][CH2:15][C:16]([NH:17][CH2:18][CH:19]([CH3:21])[CH3:20])=[O:22])[N:10]=1. The yield is 0.970.